Dataset: Reaction yield outcomes from USPTO patents with 853,638 reactions. Task: Predict the reaction yield, written as a fraction of the theoretical maximum amount of product (1.0 means a 100% yield; for example, 0.34 means a 34% yield). The reactants are CO[C:3](=O)[C:4]1[CH:9]=[CH:8][C:7]([C:10]2[C:33](=[O:34])[N:32]([CH2:35][CH3:36])[C:13]3[N:14]=[C:15]([NH:18][C:19]4[CH:24]=[CH:23][C:22]([N:25]5[CH2:30][CH2:29][N:28]([CH3:31])[CH2:27][CH2:26]5)=[CH:21][CH:20]=4)[N:16]=[CH:17][C:12]=3[CH:11]=2)=[C:6]([Cl:37])[CH:5]=1.[OH2:39].[NH2:40][NH2:41]. The catalyst is C(O)C. The product is [Cl:37][C:6]1[CH:5]=[C:4]([CH:9]=[CH:8][C:7]=1[C:10]1[C:33](=[O:34])[N:32]([CH2:35][CH3:36])[C:13]2[N:14]=[C:15]([NH:18][C:19]3[CH:20]=[CH:21][C:22]([N:25]4[CH2:26][CH2:27][N:28]([CH3:31])[CH2:29][CH2:30]4)=[CH:23][CH:24]=3)[N:16]=[CH:17][C:12]=2[CH:11]=1)[C:3]([NH:40][NH2:41])=[O:39]. The yield is 0.570.